This data is from Catalyst prediction with 721,799 reactions and 888 catalyst types from USPTO. The task is: Predict which catalyst facilitates the given reaction. (1) Reactant: O[Li].O.[N:4]1[CH:9]=[CH:8][CH:7]=[CH:6][C:5]=1[NH:10][CH2:11][CH2:12][CH2:13][O:14][C:15]1[CH:36]=[CH:35][C:18]2[CH2:19][C@H:20]([CH2:30][C:31]([O:33]C)=[O:32])[C:21](=[O:29])[N:22]([CH2:24][C:25]([F:28])([F:27])[F:26])[CH2:23][C:17]=2[CH:16]=1. Product: [O:29]=[C:21]1[C@@H:20]([CH2:30][C:31]([OH:33])=[O:32])[CH2:19][C:18]2[CH:35]=[CH:36][C:15]([O:14][CH2:13][CH2:12][CH2:11][NH:10][C:5]3[CH:6]=[CH:7][CH:8]=[CH:9][N:4]=3)=[CH:16][C:17]=2[CH2:23][N:22]1[CH2:24][C:25]([F:28])([F:26])[F:27]. The catalyst class is: 20. (2) Reactant: C(=O)([O-])[O-].[Cs+].[Cs+].C1(P(C2CCCCC2)C2C=CC=CC=2C2C(C(C)C)=CC(C(C)C)=CC=2C(C)C)CCCCC1.Cl[C:42]1[N:47]=[CH:46][C:45]2[C:48]([N:54]3[CH2:59][CH2:58][S:57](=[O:61])(=[O:60])[CH2:56][CH2:55]3)=[N:49][N:50]([CH:51]([CH3:53])[CH3:52])[C:44]=2[CH:43]=1.[CH:62]1([S:65]([N:68]2[CH:72]=[C:71]([C:73]3[N:78]=[C:77]([NH2:79])[CH:76]=[CH:75][N:74]=3)[CH:70]=[N:69]2)(=[O:67])=[O:66])[CH2:64][CH2:63]1. Product: [CH:62]1([S:65]([N:68]2[CH:72]=[C:71]([C:73]3[N:78]=[C:77]([NH:79][C:42]4[N:47]=[CH:46][C:45]5[C:48]([N:54]6[CH2:59][CH2:58][S:57](=[O:61])(=[O:60])[CH2:56][CH2:55]6)=[N:49][N:50]([CH:51]([CH3:53])[CH3:52])[C:44]=5[CH:43]=4)[CH:76]=[CH:75][N:74]=3)[CH:70]=[N:69]2)(=[O:66])=[O:67])[CH2:64][CH2:63]1. The catalyst class is: 102.